This data is from Forward reaction prediction with 1.9M reactions from USPTO patents (1976-2016). The task is: Predict the product of the given reaction. (1) Given the reactants [H-].[Na+].[I:3][C:4]1[CH:5]=[C:6]([CH:16]=[CH:17][CH:18]=1)[CH2:7]P(=O)(OCC)OCC.[CH:19](=O)[C:20]1[CH:25]=[CH:24][C:23]([O:26][CH3:27])=[CH:22][CH:21]=1.[NH4+].[Cl-], predict the reaction product. The product is: [I:3][C:4]1[CH:18]=[CH:17][CH:16]=[C:6](/[CH:7]=[CH:19]/[C:20]2[CH:25]=[CH:24][C:23]([O:26][CH3:27])=[CH:22][CH:21]=2)[CH:5]=1. (2) Given the reactants [F:1][CH:2]([F:21])[O:3][C:4]1[N:8]([CH3:9])[N:7]=[C:6]([C:10]([F:13])([F:12])[F:11])[C:5]=1[CH2:14][S:15][C:16]1[O:17][CH:18]=[CH:19][N:20]=1.[I:22]N1C(=O)CCC1=O.O, predict the reaction product. The product is: [I:22][C:18]1[O:17][C:16]([S:15][CH2:14][C:5]2[C:6]([C:10]([F:12])([F:13])[F:11])=[N:7][N:8]([CH3:9])[C:4]=2[O:3][CH:2]([F:1])[F:21])=[N:20][CH:19]=1. (3) Given the reactants [Cl:1][C:2]1[CH:10]=[CH:9][C:5]([C:6]([OH:8])=[O:7])=[C:4]([CH3:11])[CH:3]=1.S(=O)(=O)(O)O.[OH-].[Na+].[CH3:19]O, predict the reaction product. The product is: [Cl:1][C:2]1[CH:10]=[CH:9][C:5]([C:6]([O:8][CH3:19])=[O:7])=[C:4]([CH3:11])[CH:3]=1. (4) Given the reactants [C:1]1([S:7]([N:10]2[C:14]3=[N:15][CH:16]=[C:17]([N+:20]([O-:22])=[O:21])[C:18](Cl)=[C:13]3[CH:12]=[CH:11]2)(=[O:9])=[O:8])[CH:6]=[CH:5][CH:4]=[CH:3][CH:2]=1.[CH:23]12[CH2:29][CH:26]([CH2:27][CH2:28]1)[CH2:25][CH:24]2[NH2:30].C(N(C(C)C)CC)(C)C, predict the reaction product. The product is: [C:1]1([S:7]([N:10]2[C:14]3=[N:15][CH:16]=[C:17]([N+:20]([O-:22])=[O:21])[C:18]([NH:30][CH:24]4[CH2:25][CH:26]5[CH2:29][CH:23]4[CH2:28][CH2:27]5)=[C:13]3[CH:12]=[CH:11]2)(=[O:9])=[O:8])[CH:6]=[CH:5][CH:4]=[CH:3][CH:2]=1. (5) Given the reactants [Cl:1][S:2]([OH:5])(=O)=[O:3].[CH2:6]([N:8]1[CH:13]2[CH2:14][CH2:15][CH:9]1[CH2:10][CH:11]([CH2:16][C:17]1[CH:22]=[CH:21][CH:20]=[C:19]([F:23])[CH:18]=1)[CH2:12]2)[CH3:7].O, predict the reaction product. The product is: [CH2:6]([N:8]1[CH:9]2[CH2:15][CH2:14][CH:13]1[CH2:12][CH:11]([CH2:16][C:17]1[CH:18]=[C:19]([F:23])[CH:20]=[CH:21][C:22]=1[S:2]([Cl:1])(=[O:5])=[O:3])[CH2:10]2)[CH3:7]. (6) Given the reactants N([O-])=O.[Na+].N[C:6]1[C:15]([Cl:16])=[CH:14][C:13]([N:17]([C:22]2[C:41]([CH:42]3[CH2:44][CH2:43]3)=[CH:40][C:25]3[C:26]([C:36](=[O:39])[NH:37][CH3:38])=[C:27]([C:29]4[CH:34]=[CH:33][C:32]([F:35])=[CH:31][CH:30]=4)[O:28][C:24]=3[CH:23]=2)[S:18]([CH3:21])(=[O:20])=[O:19])=[CH:12][C:7]=1[C:8]([O:10][CH3:11])=[O:9].[BrH:45], predict the reaction product. The product is: [Br:45][C:6]1[C:15]([Cl:16])=[CH:14][C:13]([N:17]([C:22]2[C:41]([CH:42]3[CH2:44][CH2:43]3)=[CH:40][C:25]3[C:26]([C:36](=[O:39])[NH:37][CH3:38])=[C:27]([C:29]4[CH:34]=[CH:33][C:32]([F:35])=[CH:31][CH:30]=4)[O:28][C:24]=3[CH:23]=2)[S:18]([CH3:21])(=[O:20])=[O:19])=[CH:12][C:7]=1[C:8]([O:10][CH3:11])=[O:9].